From a dataset of Forward reaction prediction with 1.9M reactions from USPTO patents (1976-2016). Predict the product of the given reaction. (1) Given the reactants [NH:1](C(OC(C)(C)C)=O)[C@H:2]([C:4]([NH:6][C@H:7]([C:25]([N:27]1[CH2:46][CH2:45][CH2:44][C@H:28]1[C:29]([NH:31][C@H:32]([C:34]([O:36]CC1C=CC=CC=1)=[O:35])[CH3:33])=[O:30])=[O:26])[CH2:8][CH2:9][CH2:10][NH:11][C:12](=[NH:24])[NH:13]S(C1C=CC(C)=CC=1)(=O)=O)=[O:5])[CH3:3].C1(OC)C=CC=CC=1, predict the reaction product. The product is: [NH2:1][C@H:2]([C:4]([NH:6][C@H:7]([C:25]([N:27]1[CH2:46][CH2:45][CH2:44][C@H:28]1[C:29]([NH:31][C@H:32]([C:34]([OH:36])=[O:35])[CH3:33])=[O:30])=[O:26])[CH2:8][CH2:9][CH2:10][NH:11][C:12](=[NH:13])[NH2:24])=[O:5])[CH3:3]. (2) Given the reactants [SH:1][C:2]1[CH:3]=[C:4]([B:8]([OH:10])[OH:9])[CH:5]=[CH:6][CH:7]=1.Cl[CH2:12][C:13](=[O:15])[CH3:14], predict the reaction product. The product is: [O:15]=[C:13]([CH3:14])[CH2:12][S:1][C:2]1[CH:3]=[C:4]([B:8]([OH:10])[OH:9])[CH:5]=[CH:6][CH:7]=1. (3) Given the reactants [CH2:1]([C@@H:5]1[NH:10][CH2:9][C@H:8]([C:11]2[CH:16]=[CH:15][CH:14]=[CH:13][CH:12]=2)[NH:7][C:6]1=[O:17])[CH:2]([CH3:4])[CH3:3].[F:18][C:19]1[CH:24]=[C:23]([F:25])[CH:22]=[CH:21][C:20]=1[C@@H:26]1[CH2:28][C@H:27]1[C:29](O)=[O:30].C([C@@H]1N(C([C@@H]2C[C@H]2C2C=CC=CC=2)=O)C[C@H](CC(C)C)NC1=O)C(C)C, predict the reaction product. The product is: [F:18][C:19]1[CH:24]=[C:23]([F:25])[CH:22]=[CH:21][C:20]=1[C@@H:26]1[CH2:28][C@H:27]1[C:29]([N:10]1[CH2:9][C@H:8]([C:11]2[CH:12]=[CH:13][CH:14]=[CH:15][CH:16]=2)[NH:7][C:6](=[O:17])[C@@H:5]1[CH2:1][CH:2]([CH3:4])[CH3:3])=[O:30]. (4) Given the reactants C1(C[NH:5][C:6]2[CH:10]=[CH:9][N:8]([C:11]3[CH:18]=[CH:17][C:14]([CH2:15][NH2:16])=[CH:13][CH:12]=3)[N:7]=2)CC1.[H-].[Al+3].[Li+].[H-].[H-].[H-].C1(CNC2C=CN(C3C=CC(C#N)=CC=3)N=2)CC1, predict the reaction product. The product is: [NH2:5][C:6]1[CH:10]=[CH:9][N:8]([C:11]2[CH:18]=[CH:17][C:14]([C:15]#[N:16])=[CH:13][CH:12]=2)[N:7]=1. (5) Given the reactants [F:1][C:2]1[CH:27]=[CH:26][CH:25]=[C:24]([F:28])[C:3]=1[CH2:4][N:5]1[C:9]2[CH:10]=[CH:11][CH:12]=[C:13]([CH2:14]O)[C:8]=2[N:7]=[C:6]1[C:16]1[C:21]([F:22])=[CH:20][CH:19]=[CH:18][C:17]=1[F:23].O=S(Cl)[Cl:31], predict the reaction product. The product is: [F:1][C:2]1[CH:27]=[CH:26][CH:25]=[C:24]([F:28])[C:3]=1[CH2:4][N:5]1[C:9]2[CH:10]=[CH:11][CH:12]=[C:13]([CH2:14][Cl:31])[C:8]=2[N:7]=[C:6]1[C:16]1[C:21]([F:22])=[CH:20][CH:19]=[CH:18][C:17]=1[F:23].